Dataset: Forward reaction prediction with 1.9M reactions from USPTO patents (1976-2016). Task: Predict the product of the given reaction. Given the reactants Br[C:2]1[CH:3]=[C:4]2[C:8](=[CH:9][CH:10]=1)[NH:7][N:6]=[C:5]2[C:11]1[N:12]=[N:13][N:14]([C:16]2[CH:32]=[CH:31][C:19]([C:20]([N:22]3[CH2:27][CH2:26][CH:25]([N:28]([CH3:30])[CH3:29])[CH2:24][CH2:23]3)=[O:21])=[CH:18][CH:17]=2)[CH:15]=1.C(=O)([O-])[O-].[K+].[K+], predict the reaction product. The product is: [CH3:30][N:28]([CH3:29])[CH:25]1[CH2:26][CH2:27][N:22]([C:20](=[O:21])[C:19]2[CH:31]=[CH:32][C:16]([N:14]3[CH:15]=[C:11]([C:5]4[C:4]5[C:8](=[CH:9][CH:10]=[C:2]([CH:3]=[C:4]([CH3:8])[CH3:5])[CH:3]=5)[NH:7][N:6]=4)[N:12]=[N:13]3)=[CH:17][CH:18]=2)[CH2:23][CH2:24]1.